From a dataset of Full USPTO retrosynthesis dataset with 1.9M reactions from patents (1976-2016). Predict the reactants needed to synthesize the given product. (1) Given the product [Cl-:49].[NH2:11][P+:4]([N:2]([CH3:3])[CH3:1])([N:8]([CH3:10])[CH3:9])[N:5]([CH3:7])[CH3:6], predict the reactants needed to synthesize it. The reactants are: [CH3:1][N:2]([P:4](=[N:11]P(=O)([N:11]=[P:4]([N:5]([CH3:7])[CH3:6])([N:8]([CH3:10])[CH3:9])[N:2]([CH3:1])[CH3:3])[N:11]=[P:4]([N:5]([CH3:7])[CH3:6])([N:8]([CH3:10])[CH3:9])[N:2]([CH3:1])[CH3:3])([N:8]([CH3:10])[CH3:9])[N:5]([CH3:7])[CH3:6])[CH3:3].N=P(N(C)C)(N(C)C)N(C)C.O=P(Cl)(Cl)[Cl:49].Cl. (2) Given the product [C:1]1([CH3:9])[CH:6]=[CH:5][C:4]([C:7]#[C:8][C:8]#[C:7][C:4]2[CH:5]=[CH:6][C:1]([CH3:9])=[CH:2][CH:3]=2)=[CH:3][CH:2]=1, predict the reactants needed to synthesize it. The reactants are: [C:1]1([CH3:9])[CH:6]=[CH:5][C:4]([C:7]#[CH:8])=[CH:3][CH:2]=1.CO. (3) Given the product [C:1]([NH:8][C@H:9]([C:20]([C:31]([O:33][CH2:34][C:35]1[CH:40]=[CH:39][CH:38]=[CH:37][CH:36]=1)=[O:32])=[O:22])[CH2:10][CH2:11][CH2:12][NH:13][C:14]([C:16]([F:17])([F:18])[F:19])=[O:15])([O:3][C:4]([CH3:5])([CH3:6])[CH3:7])=[O:2], predict the reactants needed to synthesize it. The reactants are: [C:1]([NH:8][C@H:9]([C:20]([OH:22])=O)[CH2:10][CH2:11][CH2:12][NH:13][C:14]([C:16]([F:19])([F:18])[F:17])=[O:15])([O:3][C:4]([CH3:7])([CH3:6])[CH3:5])=[O:2].CN1CCOCC1.Cl[C:31]([O:33][CH2:34][C:35]1[CH:40]=[CH:39][CH:38]=[CH:37][CH:36]=1)=[O:32].Cl. (4) Given the product [CH2:24]([C:18]1[CH:19]=[CH:20][CH:21]=[C:22]([CH3:23])[C:17]=1[CH2:16][NH:15][C:13]1[C:12]([N+:26]([O-:28])=[O:27])=[C:11]([NH:29][CH3:30])[CH:10]=[C:9]([O:7][CH2:6][CH2:5][O:4][CH3:3])[N:14]=1)[CH3:25], predict the reactants needed to synthesize it. The reactants are: [H-].[Na+].[CH3:3][O:4][CH2:5][CH2:6][OH:7].Br[C:9]1[N:14]=[C:13]([NH:15][CH2:16][C:17]2[C:22]([CH3:23])=[CH:21][CH:20]=[CH:19][C:18]=2[CH2:24][CH3:25])[C:12]([N+:26]([O-:28])=[O:27])=[C:11]([NH:29][CH3:30])[CH:10]=1. (5) The reactants are: [F:1][C:2]1[C:11]2[O:10][CH2:9][C@H:8]3[C@@H:12](C(O)=O)[C@H:7]3[C:6]=2[C:5]([F:16])=[CH:4][CH:3]=1.C([N:19]([CH2:22]C)CC)C.[NH2:24][C:25]1[S:26][C:27]2[CH:33]=[C:32]([F:34])[CH:31]=[CH:30][C:28]=2[N:29]=1.C1C=CC(P(N=[N+]=[N-])(C2C=CC=CC=2)=[O:42])=CC=1. Given the product [F:1][C:2]1[C:11]2[O:10][CH2:9][C@H:8]3[C@@H:12]([NH:19][C:22]([NH:24][C:25]4[S:26][C:27]5[CH:33]=[C:32]([F:34])[CH:31]=[CH:30][C:28]=5[N:29]=4)=[O:42])[C@H:7]3[C:6]=2[C:5]([F:16])=[CH:4][CH:3]=1, predict the reactants needed to synthesize it. (6) Given the product [CH:31]1[C:40]2[C:35](=[CH:36][CH:37]=[N:38][CH:39]=2)[C:34]([NH:41][C:17]([CH:14]2[CH2:13][CH2:12][N:11]([C:3]3[CH:2]=[N:1][C:10]4[C:5]([CH:4]=3)=[CH:6][CH:7]=[CH:8][CH:9]=4)[CH2:16][CH2:15]2)=[O:19])=[CH:33][N:32]=1, predict the reactants needed to synthesize it. The reactants are: [N:1]1[C:10]2[C:5](=[CH:6][CH:7]=[CH:8][CH:9]=2)[CH:4]=[C:3]([N:11]2[CH2:16][CH2:15][CH:14]([C:17]([OH:19])=O)[CH2:13][CH2:12]2)[CH:2]=1.BrC1C=NC2C(C=1)=CC=CC=2.[CH:31]1[C:40]2[C:35](=[CH:36][CH:37]=[N:38][CH:39]=2)[C:34]([NH2:41])=[CH:33][N:32]=1. (7) Given the product [CH2:8]([O:7][C:1](=[O:6])[CH2:2][C:3]([C:20]1[C:15]([O:14][CH3:13])=[N:16][C:17]([S:24][CH3:25])=[N:18][CH:19]=1)=[O:5])[CH3:9], predict the reactants needed to synthesize it. The reactants are: [C:1]([O:7][CH2:8][CH3:9])(=[O:6])[CH2:2][C:3]([OH:5])=O.C[Mg+].[Br-].[CH3:13][O:14][C:15]1[C:20](C(Cl)=O)=[CH:19][N:18]=[C:17]([S:24][CH3:25])[N:16]=1.Cl. (8) Given the product [F:1][C:2]1([CH2:12][OH:13])[CH2:3][CH2:4][N:5]([CH:8]2[CH2:9][O:10][CH2:11]2)[CH2:6][CH2:7]1, predict the reactants needed to synthesize it. The reactants are: [F:1][C:2]1([C:12](OCC)=[O:13])[CH2:7][CH2:6][N:5]([CH:8]2[CH2:11][O:10][CH2:9]2)[CH2:4][CH2:3]1.[H-].[Al+3].[Li+].[H-].[H-].[H-].